The task is: Predict the reactants needed to synthesize the given product.. This data is from Full USPTO retrosynthesis dataset with 1.9M reactions from patents (1976-2016). (1) Given the product [NH2:33][CH2:34][C:35]1[CH:36]=[C:37]([C:2]2[CH:30]=[CH:29][CH:28]=[C:4]([CH2:5][NH:6][C:7]3[N:12]=[C:11]([NH:13][CH2:14][CH:15]4[CH2:16][CH2:17][CH:18]([NH:21][C:22](=[O:24])[CH3:23])[CH2:19][CH2:20]4)[C:10]([N+:25]([O-:27])=[O:26])=[CH:9][N:8]=3)[C:3]=2[CH3:31])[CH:38]=[CH:39][CH:40]=1, predict the reactants needed to synthesize it. The reactants are: Br[C:2]1[C:3]([CH3:31])=[C:4]([CH:28]=[CH:29][CH:30]=1)[CH2:5][NH:6][C:7]1[N:12]=[C:11]([NH:13][CH2:14][CH:15]2[CH2:20][CH2:19][CH:18]([NH:21][C:22](=[O:24])[CH3:23])[CH2:17][CH2:16]2)[C:10]([N+:25]([O-:27])=[O:26])=[CH:9][N:8]=1.Cl.[NH2:33][CH2:34][C:35]1[CH:36]=[C:37](B(O)O)[CH:38]=[CH:39][CH:40]=1.C(=O)([O-])[O-].[K+].[K+].C(COC)OC. (2) Given the product [OH:4][C:3]1[C:2]([CH3:1])=[C:8]([OH:9])[CH:7]=[CH:6][C:5]=1[C:18](=[O:19])[CH2:17][C:14]1[CH:15]=[CH:16][C:11]([OH:10])=[CH:12][CH:13]=1, predict the reactants needed to synthesize it. The reactants are: [CH3:1][C:2]1[C:8]([OH:9])=[CH:7][CH:6]=[CH:5][C:3]=1[OH:4].[OH:10][C:11]1[CH:16]=[CH:15][C:14]([CH2:17][C:18](O)=[O:19])=[CH:13][CH:12]=1.B(F)(F)F.CCOCC. (3) Given the product [C:1]([O:5][CH:6]([C:10]1[C:19]([CH3:20])=[CH:18][C:17]2[C:12](=[CH:13][C:14]([CH2:21][CH2:22][C:23]([OH:26])([CH3:24])[CH3:25])=[CH:15][CH:16]=2)[C:11]=1[C:27]1[CH:28]=[CH:29][C:30]([Cl:33])=[CH:31][CH:32]=1)[C:7]([OH:9])=[O:8])([CH3:2])([CH3:3])[CH3:4], predict the reactants needed to synthesize it. The reactants are: [C:1]([O:5][CH:6]([C:10]1[C:19]([CH3:20])=[CH:18][C:17]2[C:12](=[CH:13][C:14]([C:21]#[C:22][C:23]([OH:26])([CH3:25])[CH3:24])=[CH:15][CH:16]=2)[C:11]=1[C:27]1[CH:32]=[CH:31][C:30]([Cl:33])=[CH:29][CH:28]=1)[C:7]([OH:9])=[O:8])([CH3:4])([CH3:3])[CH3:2]. (4) Given the product [C:9]1(=[C:6]([C:2]2[S:1][CH:5]=[CH:4][CH:3]=2)[C:7]#[N:8])[CH2:14][CH2:13][CH2:12][CH2:11][CH2:10]1, predict the reactants needed to synthesize it. The reactants are: [S:1]1[CH:5]=[CH:4][CH:3]=[C:2]1[CH2:6][C:7]#[N:8].[C:9]1(=O)[CH2:14][CH2:13][CH2:12][CH2:11][CH2:10]1. (5) Given the product [Cl:23][C:17]1[CH:16]=[C:15]([N:12]2[C:13]([CH3:14])=[C:9]([CH:8]([OH:25])[C:5]3[CH:4]=[CH:3][C:2]([C:27]#[N:28])=[N:7][CH:6]=3)[C:10]([CH3:24])=[N:11]2)[CH:22]=[CH:21][C:18]=1[C:19]#[N:20], predict the reactants needed to synthesize it. The reactants are: Br[C:2]1[N:7]=[CH:6][C:5]([CH:8]([OH:25])[C:9]2[C:10]([CH3:24])=[N:11][N:12]([C:15]3[CH:22]=[CH:21][C:18]([C:19]#[N:20])=[C:17]([Cl:23])[CH:16]=3)[C:13]=2[CH3:14])=[CH:4][CH:3]=1.[Cu][C:27]#[N:28].C(=O)([O-])O.[Na+]. (6) Given the product [CH2:14]([N:11]1[C:6]2=[N:7][C:8]([CH2:9][CH3:10])=[C:3]([CH2:2][NH:1][C:31]([C:30]3[CH:34]=[CH:35][C:27]([C:25]([O:24][CH3:23])=[O:26])=[CH:28][CH:29]=3)=[O:32])[C:4]([NH:16][CH:17]3[CH2:18][CH2:19][O:20][CH2:21][CH2:22]3)=[C:5]2[CH:13]=[N:12]1)[CH3:15], predict the reactants needed to synthesize it. The reactants are: [NH2:1][CH2:2][C:3]1[C:8]([CH2:9][CH3:10])=[N:7][C:6]2[N:11]([CH2:14][CH3:15])[N:12]=[CH:13][C:5]=2[C:4]=1[NH:16][CH:17]1[CH2:22][CH2:21][O:20][CH2:19][CH2:18]1.[CH3:23][O:24][C:25]([C:27]1[CH:35]=[CH:34][C:30]([C:31](O)=[O:32])=[CH:29][CH:28]=1)=[O:26].CN(C(ON1N=NC2C=CC=CC1=2)=[N+](C)C)C.F[P-](F)(F)(F)(F)F.CCN(CC)CC.